This data is from Catalyst prediction with 721,799 reactions and 888 catalyst types from USPTO. The task is: Predict which catalyst facilitates the given reaction. (1) Reactant: [F:1][C:2]1[CH:7]=[CH:6][C:5](/[C:8](/[C:12]2[CH:17]=[CH:16][N:15]=[CH:14][CH:13]=2)=[CH:9]/[CH2:10][NH2:11])=[CH:4][CH:3]=1. Product: [F:1][C:2]1[CH:7]=[CH:6][C:5]([CH:8]([C:12]2[CH:17]=[CH:16][N:15]=[CH:14][CH:13]=2)[CH2:9][CH2:10][NH2:11])=[CH:4][CH:3]=1. The catalyst class is: 63. (2) Product: [ClH:25].[Cl:27][C:26]1[CH:23]=[C:19]([C:17]2[O:16][N:15]=[C:14]([C@H:10]3[CH2:11][CH2:12][CH2:13][NH:8][CH2:9]3)[N:18]=2)[NH:20][CH:21]=1. The catalyst class is: 33. Reactant: C(OC([N:8]1[CH2:13][CH2:12][CH2:11][C@H:10]([C:14]2[N:18]=[C:17]([C:19]3[NH:20][CH:21]=C(C)[CH:23]=3)[O:16][N:15]=2)[CH2:9]1)=O)(C)(C)C.[Cl:25][CH2:26][Cl:27]. (3) Reactant: [F:1][C:2]1[CH:7]=[C:6]([I:8])[CH:5]=[CH:4][C:3]=1[NH:9][C:10]1[N:15]([CH3:16])[C:14](=[O:17])[C:13]2[CH:18]=[CH:19][S:20][C:12]=2[C:11]=1[C:21](OC)=[O:22].[CH:25]([O:27][CH2:28][CH2:29][O:30][NH2:31])=[CH2:26].[Li+].C[Si]([N-][Si](C)(C)C)(C)C.Cl. Product: [F:1][C:2]1[CH:7]=[C:6]([I:8])[CH:5]=[CH:4][C:3]=1[NH:9][C:10]1[N:15]([CH3:16])[C:14](=[O:17])[C:13]2[CH:18]=[CH:19][S:20][C:12]=2[C:11]=1[C:21]([NH:31][O:30][CH2:29][CH2:28][O:27][CH:25]=[CH2:26])=[O:22]. The catalyst class is: 1. (4) Reactant: [C:1]1(B(O)O)[CH:6]=[CH:5][CH:4]=[CH:3][CH:2]=1.C[O:11][C:12](=[O:26])[CH2:13][CH2:14][C:15]1[NH:19][C:18]2[CH:20]=[C:21]([Cl:25])[C:22](Br)=[CH:23][C:17]=2[N:16]=1.C([O-])([O-])=O.[K+].[K+]. Product: [Cl:25][C:21]1[C:22]([C:1]2[CH:6]=[CH:5][CH:4]=[CH:3][CH:2]=2)=[CH:23][C:17]2[N:16]=[C:15]([CH2:14][CH2:13][C:12]([OH:11])=[O:26])[NH:19][C:18]=2[CH:20]=1. The catalyst class is: 104. (5) Reactant: [CH2:1]([O:8][C:9]1[C:14]([CH:15]([C:17]2[CH:22]=[CH:21][C:20]([O:23][CH3:24])=[CH:19][CH:18]=2)[OH:16])=[CH:13][CH:12]=[CH:11][N:10]=1)[C:2]1[CH:7]=[CH:6][CH:5]=[CH:4][CH:3]=1.[C:25](OC(=O)C)(=[O:27])[CH3:26].C(OC(C1C(OCC2C=CC=CC=2)=NC(C)=CC=1)C1C=CC(CC)=CC=1)(=O)C. Product: [C:25]([O:16][CH:15]([C:14]1[C:9]([O:8][CH2:1][C:2]2[CH:3]=[CH:4][CH:5]=[CH:6][CH:7]=2)=[N:10][CH:11]=[CH:12][CH:13]=1)[C:17]1[CH:18]=[CH:19][C:20]([O:23][CH3:24])=[CH:21][CH:22]=1)(=[O:27])[CH3:26]. The catalyst class is: 341.